This data is from Forward reaction prediction with 1.9M reactions from USPTO patents (1976-2016). The task is: Predict the product of the given reaction. (1) Given the reactants C(OC(=O)[NH:7][CH2:8][CH2:9][CH2:10][CH2:11][C@H:12]([NH:36][C:37](=[O:51])[C:38]1[CH:43]=[CH:42][C:41]([C:44]2([C:47]([F:50])([F:49])[F:48])[N:46]=[N:45]2)=[CH:40][CH:39]=1)[C:13]([N:15]([CH3:35])[CH2:16][CH2:17][N:18]([CH3:34])[C:19](=[O:33])[CH2:20][CH2:21][CH2:22][CH2:23][C@H:24]1[C@@H:31]2[C@@H:27]([NH:28][C:29](=[O:32])[NH:30]2)[CH2:26][S:25]1)=[O:14])(C)(C)C.C(OCC)(=O)C.Cl, predict the reaction product. The product is: [NH2:7][CH2:8][CH2:9][CH2:10][CH2:11][C@H:12]([NH:36][C:37](=[O:51])[C:38]1[CH:43]=[CH:42][C:41]([C:44]2([C:47]([F:49])([F:50])[F:48])[N:45]=[N:46]2)=[CH:40][CH:39]=1)[C:13](=[O:14])[N:15]([CH3:35])[CH2:16][CH2:17][N:18]([CH3:34])[C:19](=[O:33])[CH2:20][CH2:21][CH2:22][CH2:23][C@H:24]1[C@@H:31]2[C@@H:27]([NH:28][C:29](=[O:32])[NH:30]2)[CH2:26][S:25]1. (2) The product is: [S:12]1[CH:16]=[CH:15][C:14]([C:17]2[N:18]=[CH:19][C:20]([CH2:21][NH:11][C:8]34[CH2:10][CH:4]5[CH2:5][CH:6]([CH2:1][CH:2]([CH2:3]5)[CH2:9]3)[CH2:7]4)=[CH:23][CH:24]=2)=[CH:13]1. Given the reactants [CH2:1]1[CH:6]2[CH2:7][C:8]3([NH2:11])[CH2:10][CH:4]([CH2:5]2)[CH2:3][CH:2]1[CH2:9]3.[S:12]1[CH:16]=[CH:15][C:14]([C:17]2[CH:24]=[CH:23][C:20]([CH:21]=O)=[CH:19][N:18]=2)=[CH:13]1, predict the reaction product. (3) Given the reactants N(C(OC(C)C)=O)=NC(OC(C)C)=O.[Br:15][C:16]1[CH:21]=[C:20]([CH2:22][CH:23](O)[CH3:24])[C:19]([OH:26])=[C:18]([Cl:27])[CH:17]=1.C1(P(C2C=CC=CC=2)C2C=CC=CC=2)C=CC=CC=1, predict the reaction product. The product is: [Br:15][C:16]1[CH:17]=[C:18]([Cl:27])[C:19]2[O:26][CH:23]([CH3:24])[CH2:22][C:20]=2[CH:21]=1. (4) Given the reactants C(=[N:14][C:15]1[N:16]=[C:17]2[C:23]([Cl:24])=[CH:22][N:21]([CH2:25][O:26][CH2:27][CH2:28][Si:29]([CH3:32])([CH3:31])[CH3:30])[C:18]2=[N:19][CH:20]=1)(C1C=CC=CC=1)C1C=CC=CC=1.CC([O-])=O.[Na+].NO.Cl, predict the reaction product. The product is: [Cl:24][C:23]1[C:17]2[C:18](=[N:19][CH:20]=[C:15]([NH2:14])[N:16]=2)[N:21]([CH2:25][O:26][CH2:27][CH2:28][Si:29]([CH3:32])([CH3:31])[CH3:30])[CH:22]=1. (5) Given the reactants [CH3:16][C:11]1([CH3:17])[C:12]([CH3:15])([CH3:14])[O:13][B:9]([B:9]2[O:13][C:12]([CH3:15])([CH3:14])[C:11]([CH3:17])([CH3:16])[O:10]2)[O:10]1.[C:19]([O-:22])(=O)[CH3:20].[K+].Br[C:25]1[CH:30]=[CH:29][CH:28]=[CH:27][C:26]=1S(N)(=O)=O, predict the reaction product. The product is: [CH3:28][C:27]1[C:26]([B:9]2[O:10][C:11]([CH3:16])([CH3:17])[C:12]([CH3:14])([CH3:15])[O:13]2)=[CH:25][CH:30]=[CH:29][C:20]=1[CH:19]=[O:22]. (6) Given the reactants Br[CH2:2][CH2:3][CH2:4][CH2:5]Br.[Mg].[O:8]1[CH2:11][CH2:10][C:9]1=[O:12], predict the reaction product. The product is: [OH:8][CH2:11][CH2:10][C:9]1([OH:12])[CH2:5][CH2:4][CH2:3][CH2:2]1. (7) Given the reactants [NH2:1][C:2]12[C:19](=[O:20])[C:18]3[C:13](=[CH:14][CH:15]=[CH:16][CH:17]=3)[C:3]1([OH:21])[O:4][C:5]1[CH:10]=[C:9]([CH3:11])[C:8]([CH3:12])=[CH:7][C:6]=12.N1C=CC=CC=1.[O:28]=[C:29]([CH3:33])[C:30](O)=[O:31].O=P(Cl)(Cl)Cl, predict the reaction product. The product is: [OH:21][C:3]12[C:13]3[C:18](=[CH:17][CH:16]=[CH:15][CH:14]=3)[C:19](=[O:20])[C:2]1([NH:1][C:30](=[O:31])[C:29](=[O:28])[CH3:33])[C:6]1[CH:7]=[C:8]([CH3:12])[C:9]([CH3:11])=[CH:10][C:5]=1[O:4]2. (8) Given the reactants Br[C:2]1[CH:11]=[C:10]2[C:5]([CH:6]=[C:7]([O:12][CH3:13])[CH:8]=[N:9]2)=[CH:4][CH:3]=1.[B:14]1([B:14]2[O:18][C:17]([CH3:20])([CH3:19])[C:16]([CH3:22])([CH3:21])[O:15]2)[O:18][C:17]([CH3:20])([CH3:19])[C:16]([CH3:22])([CH3:21])[O:15]1.C([O-])(=O)C.[K+].[Al], predict the reaction product. The product is: [CH3:13][O:12][C:7]1[CH:8]=[N:9][C:10]2[C:5]([CH:6]=1)=[CH:4][CH:3]=[C:2]([B:14]1[O:18][C:17]([CH3:20])([CH3:19])[C:16]([CH3:22])([CH3:21])[O:15]1)[CH:11]=2.